Dataset: Reaction yield outcomes from USPTO patents with 853,638 reactions. Task: Predict the reaction yield, written as a fraction of the theoretical maximum amount of product (1.0 means a 100% yield; for example, 0.34 means a 34% yield). (1) The reactants are C([O:3][C:4]([C:6]1[NH:7][C:8]2[C:13]([C:14]=1[C:15]1[CH:20]=[CH:19][CH:18]=[C:17]([O:21][CH3:22])[CH:16]=1)=[CH:12][C:11]([NH:23][S:24]([C:27]1[CH:32]=[CH:31][C:30]([C:33]([CH3:36])([CH3:35])[CH3:34])=[CH:29][CH:28]=1)(=[O:26])=[O:25])=[CH:10][CH:9]=2)=[O:5])C.[OH-].[Na+]. The catalyst is C(O)C.O. The product is [C:33]([C:30]1[CH:29]=[CH:28][C:27]([S:24]([NH:23][C:11]2[CH:12]=[C:13]3[C:8](=[CH:9][CH:10]=2)[NH:7][C:6]([C:4]([OH:5])=[O:3])=[C:14]3[C:15]2[CH:20]=[CH:19][CH:18]=[C:17]([O:21][CH3:22])[CH:16]=2)(=[O:25])=[O:26])=[CH:32][CH:31]=1)([CH3:36])([CH3:34])[CH3:35]. The yield is 0.810. (2) The reactants are [CH2:1]([O:8][C:9]1[C:10](=[O:18])[CH:11]=[C:12]([CH:15]([F:17])[F:16])O[CH:14]=1)[C:2]1[CH:7]=[CH:6][CH:5]=[CH:4][CH:3]=1.[CH2:19]([NH2:21])[CH3:20]. The catalyst is CO. The product is [CH2:1]([O:8][C:9]1[C:10](=[O:18])[CH:11]=[C:12]([CH:15]([F:16])[F:17])[N:21]([CH2:19][CH3:20])[CH:14]=1)[C:2]1[CH:3]=[CH:4][CH:5]=[CH:6][CH:7]=1. The yield is 0.520. (3) The reactants are Br[C:2]1[CH:11]=[C:10]2[C:5]([CH:6]=[C:7]([NH:12][C:13]([CH:15]3[CH2:17][CH2:16]3)=[O:14])[N:8]=[CH:9]2)=[CH:4][CH:3]=1.O1CCCC1.[CH:23]1([Mg]Cl)[CH2:28][CH2:27][CH2:26][CH2:25][CH2:24]1. The catalyst is CCOCC. The product is [CH:23]1([C:2]2[CH:11]=[C:10]3[C:5]([CH:6]=[C:7]([NH:12][C:13]([CH:15]4[CH2:17][CH2:16]4)=[O:14])[N:8]=[CH:9]3)=[CH:4][CH:3]=2)[CH2:28][CH2:27][CH2:26][CH2:25][CH2:24]1. The yield is 0.190. (4) The yield is 0.680. The product is [CH2:6]([C:8]1([CH2:1][CH3:2])[C:9]2[CH:10]=[CH:11][CH:12]=[CH:13][C:14]=2[C:15]2[C:20]1=[CH:19][CH:18]=[CH:17][CH:16]=2)[CH3:7]. The reactants are [CH2:1]([Li])[CH2:2]CC.[CH2:6]([CH:8]1[C:20]2[CH:19]=[CH:18][CH:17]=[CH:16][C:15]=2[C:14]2[C:9]1=[CH:10][CH:11]=[CH:12][CH:13]=2)[CH3:7].BrCC.Cl. The catalyst is C1COCC1.O. (5) The reactants are [OH:1][CH:2]1[CH2:5][CH:4]([C:6]([O:8][CH3:9])=[O:7])[CH2:3]1.C(OC(O[C:13]([CH3:16])([CH3:15])[CH3:14])=O)(O[C:13]([CH3:16])([CH3:15])[CH3:14])=O.Cl([O-])(=O)(=O)=O.[Mg+2].Cl([O-])(=O)(=O)=O. The catalyst is ClCCl. The product is [C:13]([O:1][CH:2]1[CH2:5][CH:4]([C:6]([O:8][CH3:9])=[O:7])[CH2:3]1)([CH3:16])([CH3:15])[CH3:14]. The yield is 0.700.